Regression. Given a peptide amino acid sequence and an MHC pseudo amino acid sequence, predict their binding affinity value. This is MHC class II binding data. From a dataset of Peptide-MHC class II binding affinity with 134,281 pairs from IEDB. (1) The peptide sequence is QWHKEGSSIGKLFTQHHHHHH. The binding affinity (normalized) is 0. The MHC is HLA-DQA10201-DQB10301 with pseudo-sequence HLA-DQA10201-DQB10301. (2) The peptide sequence is KSYVKSKLKLLKGSE. The MHC is DRB1_0802 with pseudo-sequence DRB1_0802. The binding affinity (normalized) is 0.713. (3) The peptide sequence is RESLESLWAPFGVLR. The MHC is DRB4_0101 with pseudo-sequence DRB4_0103. The binding affinity (normalized) is 0.314. (4) The MHC is DRB1_0404 with pseudo-sequence DRB1_0404. The binding affinity (normalized) is 0.435. The peptide sequence is SRKECPFSNRVWNSF. (5) The peptide sequence is SASVLSFMDKGIPFM. The MHC is DRB1_0404 with pseudo-sequence DRB1_0404. The binding affinity (normalized) is 0.471. (6) The peptide sequence is ITKLGAKPDGKTDCT. The MHC is DRB1_1001 with pseudo-sequence DRB1_1001. The binding affinity (normalized) is 0.121. (7) The peptide sequence is WKLEGRWDGEEEVQL. The MHC is HLA-DQA10501-DQB10402 with pseudo-sequence HLA-DQA10501-DQB10402. The binding affinity (normalized) is 0. (8) The binding affinity (normalized) is 0. The peptide sequence is QRRFGGTVIRNPLSR. The MHC is HLA-DQA10201-DQB10301 with pseudo-sequence HLA-DQA10201-DQB10301.